From a dataset of Forward reaction prediction with 1.9M reactions from USPTO patents (1976-2016). Predict the product of the given reaction. (1) Given the reactants C(OCC)C.[CH2:6]1[O:9][C@H:7]1[CH3:8].[Si:10]([O:27][C@H:28]([CH3:40])[C@H:29]([NH2:39])[C:30]1[CH:35]=[C:34]([F:36])[C:33]([F:37])=[C:32]([F:38])[CH:31]=1)([C:23]([CH3:26])([CH3:25])[CH3:24])([C:17]1[CH:22]=[CH:21][CH:20]=[CH:19][CH:18]=1)[C:11]1[CH:16]=[CH:15][CH:14]=[CH:13][CH:12]=1.Cl([O-])(=O)(=O)=O.[Li+], predict the reaction product. The product is: [Si:10]([O:27][C@H:28]([CH3:40])[C@H:29]([NH:39][CH2:6][C@@H:7]([OH:9])[CH3:8])[C:30]1[CH:35]=[C:34]([F:36])[C:33]([F:37])=[C:32]([F:38])[CH:31]=1)([C:23]([CH3:24])([CH3:25])[CH3:26])([C:17]1[CH:22]=[CH:21][CH:20]=[CH:19][CH:18]=1)[C:11]1[CH:12]=[CH:13][CH:14]=[CH:15][CH:16]=1. (2) Given the reactants [CH3:1][O:2][CH:3]([O:6][CH3:7])[CH:4]=O.[CH3:8][CH:9]([CH3:13])[C@H:10]([NH2:12])[CH3:11], predict the reaction product. The product is: [CH3:1][O:2][CH:3]([O:6][CH3:7])[CH2:4][NH:12][C@@H:10]([CH:9]([CH3:13])[CH3:8])[CH3:11]. (3) Given the reactants [N:1]1[C:10]2[CH2:9][CH2:8][CH2:7][CH2:6][C:5]=2[N:4]=[CH:3][C:2]=1[C:11](OCC)=[O:12].[H-].[Al+3].[Li+].[H-].[H-].[H-].C(OCC)(=O)C.O, predict the reaction product. The product is: [N:1]1[C:10]2[CH2:9][CH2:8][CH2:7][CH2:6][C:5]=2[N:4]=[CH:3][C:2]=1[CH2:11][OH:12]. (4) Given the reactants C(N(CC)CC)C.[C:8]([C:10]1[CH:15]=[CH:14][C:13]([O:16][C:17]([F:20])([F:19])[F:18])=[CH:12][CH:11]=1)#[CH:9].[CH3:21][C:22]([CH3:43])([CH3:42])[CH2:23][C:24]([NH:26][C:27]1[C:35](C2C=NC=CC=2)=[C:30]2[N:31]=[CH:32][CH:33]=[CH:34][N:29]2[N:28]=1)=[O:25], predict the reaction product. The product is: [CH3:21][C:22]([CH3:43])([CH3:42])[CH2:23][C:24]([NH:26][C:27]1[C:35]([C:9]#[C:8][C:10]2[CH:11]=[CH:12][C:13]([O:16][C:17]([F:18])([F:19])[F:20])=[CH:14][CH:15]=2)=[C:30]2[N:31]=[CH:32][CH:33]=[CH:34][N:29]2[N:28]=1)=[O:25].